This data is from Full USPTO retrosynthesis dataset with 1.9M reactions from patents (1976-2016). The task is: Predict the reactants needed to synthesize the given product. (1) Given the product [CH3:28][O:27][C:25]1[CH:26]=[C:3]([O:2][CH3:1])[CH:4]=[CH:23][C:24]=1[C:68]([C:59]1[CH:58]=[CH:57][C:62]2[C:49]3[CH:50]=[CH:51][CH:52]=[C:47]4[C:46]=3[C:71]([C:70]3[C:61]=2[C:60]=1[CH:64]=[CH:66][CH:67]=3)=[CH:72][CH:73]=[CH:48]4)=[O:69], predict the reactants needed to synthesize it. The reactants are: [CH3:1][O:2][C:3]1[CH:26]=[C:25]([O:27][CH3:28])[CH:24]=[CH:23][C:4]=1C(C1C2C3=C4C(=CC=2)C=CC=C4C=CC3=CC=1)=O.CCCCC(COC(CC(S([O-])(=O)=O)C(OC[CH:46]([CH2:49][CH2:50][CH2:51][CH3:52])[CH2:47][CH3:48])=O)=O)CC.[CH:57]1[CH:62]=[C:61](O)[C:60]2[C:64]([C:66]3[C:73](O)=[CH:72][CH:71]=[CH:70][C:67]=3[C:68](=[O:69])[C:59]=2[CH:58]=1)=O.[Na+]. (2) The reactants are: [Cl:1][C:2]1[CH:3]=[C:4]([CH:9]=[C:10]([Cl:21])[C:11]=1[CH2:12][N:13]1[CH2:17][CH2:16][C@H:15]([N:18]([CH3:20])[CH3:19])[CH2:14]1)[C:5]([O:7]C)=[O:6]. Given the product [Cl:1][C:2]1[CH:3]=[C:4]([CH:9]=[C:10]([Cl:21])[C:11]=1[CH2:12][N:13]1[CH2:17][CH2:16][C@H:15]([N:18]([CH3:19])[CH3:20])[CH2:14]1)[C:5]([OH:7])=[O:6], predict the reactants needed to synthesize it. (3) Given the product [CH3:1][C:2]1[CH:3]=[C:4]([C:5]2[C:7]3[C:8](=[CH:12][C:13]([O:16][CH3:17])=[CH:14][CH:15]=3)[C:9](=[O:10])[NH:24][N:23]=2)[CH:18]=[CH:19][C:20]=1[CH3:21], predict the reactants needed to synthesize it. The reactants are: [CH3:1][C:2]1[CH:3]=[C:4]([CH:18]=[CH:19][C:20]=1[CH3:21])[C:5]([C:7]1[CH:15]=[CH:14][C:13]([O:16][CH3:17])=[CH:12][C:8]=1[C:9](O)=[O:10])=O.O.[NH2:23][NH2:24]. (4) The reactants are: [Cl:1][C:2]1[CH:3]=[C:4]([CH:6]=[C:7]([Cl:9])[CH:8]=1)[NH2:5].Br[C:11]1[CH:12]=[C:13]([CH2:17][C:18]([OH:20])=[O:19])[CH:14]=[CH:15][CH:16]=1.C([O-])([O-])=O.[K+].[K+].Cl. Given the product [Cl:1][C:2]1[CH:3]=[C:4]([NH:5][C:11]2[CH:12]=[C:13]([CH2:17][C:18]([OH:20])=[O:19])[CH:14]=[CH:15][CH:16]=2)[CH:6]=[C:7]([Cl:9])[CH:8]=1, predict the reactants needed to synthesize it. (5) The reactants are: Br[C:2]1[C:3]([Cl:13])=[C:4]2[C:8](=[CH:9][CH:10]=1)[N:7]([CH3:11])[C:6](=[O:12])[CH2:5]2.[B:14]1([B:14]2[O:18][C:17]([CH3:20])([CH3:19])[C:16]([CH3:22])([CH3:21])[O:15]2)[O:18][C:17]([CH3:20])([CH3:19])[C:16]([CH3:22])([CH3:21])[O:15]1.C([O-])(=O)C.[K+].ClCCl. Given the product [Cl:13][C:3]1[C:2]([B:14]2[O:18][C:17]([CH3:20])([CH3:19])[C:16]([CH3:22])([CH3:21])[O:15]2)=[CH:10][CH:9]=[C:8]2[C:4]=1[CH2:5][C:6](=[O:12])[N:7]2[CH3:11], predict the reactants needed to synthesize it. (6) The reactants are: [CH2:1]([C:9]([CH2:16][CH2:17][C:18]1[CH:23]=[CH:22][CH:21]=[CH:20][CH:19]=1)=[CH:10][C:11]([O:13][CH2:14][CH3:15])=[O:12])[CH2:2][C:3]1[CH:8]=[CH:7][CH:6]=[CH:5][CH:4]=1. Given the product [CH2:16]([CH:9]([CH2:1][CH2:2][C:3]1[CH:8]=[CH:7][CH:6]=[CH:5][CH:4]=1)[CH2:10][C:11]([O:13][CH2:14][CH3:15])=[O:12])[CH2:17][C:18]1[CH:23]=[CH:22][CH:21]=[CH:20][CH:19]=1, predict the reactants needed to synthesize it.